This data is from Full USPTO retrosynthesis dataset with 1.9M reactions from patents (1976-2016). The task is: Predict the reactants needed to synthesize the given product. (1) Given the product [Cl:1][C:2]1[CH:3]=[CH:4][C:5]([CH2:11][O:12][CH2:13][CH:14]([CH3:16])[CH3:15])=[C:6]([CH:10]=1)[C:7]([NH:18][C@H:19]([C:21]1[CH:30]=[CH:29][C:24]([C:25]([O:27][CH3:28])=[O:26])=[CH:23][CH:22]=1)[CH3:20])=[O:9], predict the reactants needed to synthesize it. The reactants are: [Cl:1][C:2]1[CH:3]=[CH:4][C:5]([CH2:11][O:12][CH2:13][CH:14]([CH3:16])[CH3:15])=[C:6]([CH:10]=1)[C:7]([OH:9])=O.Cl.[NH2:18][C@H:19]([C:21]1[CH:30]=[CH:29][C:24]([C:25]([O:27][CH3:28])=[O:26])=[CH:23][CH:22]=1)[CH3:20]. (2) Given the product [CH2:16]([O:23][C:24](=[O:25])[NH:1][C:2]1[C:3]([O:8][CH3:9])=[N:4][CH:5]=[CH:6][CH:7]=1)[C:17]1[CH:22]=[CH:21][CH:20]=[CH:19][CH:18]=1, predict the reactants needed to synthesize it. The reactants are: [NH2:1][C:2]1[C:3]([O:8][CH3:9])=[N:4][CH:5]=[CH:6][CH:7]=1.C([O-])([O-])=O.[Cs+].[Cs+].[CH2:16]([O:23][C:24](Cl)=[O:25])[C:17]1[CH:22]=[CH:21][CH:20]=[CH:19][CH:18]=1. (3) Given the product [CH2:1]([O:3][C:4](=[O:26])[N:5]([C:14]1[CH:19]=[C:18]([CH:20]=[O:28])[N:17]=[C:16]([NH2:22])[C:15]=1[N+:23]([O-:25])=[O:24])[CH2:6][C:7]1[CH:8]=[N:9][C:10]([CH3:13])=[CH:11][CH:12]=1)[CH3:2], predict the reactants needed to synthesize it. The reactants are: [CH2:1]([O:3][C:4](=[O:26])[N:5]([C:14]1[CH:19]=[C:18]([CH:20]=C)[N:17]=[C:16]([NH2:22])[C:15]=1[N+:23]([O-:25])=[O:24])[CH2:6][C:7]1[CH:8]=[N:9][C:10]([CH3:13])=[CH:11][CH:12]=1)[CH3:2].I([O-])(=O)(=O)=[O:28].[Na+]. (4) Given the product [CH3:1][O:2][C:3](=[O:12])[C:4]1[CH:9]=[C:8]([Br:10])[CH:7]=[CH:6][C:5]=1[O:11][C:15](=[S:16])[N:14]([CH3:18])[CH3:13], predict the reactants needed to synthesize it. The reactants are: [CH3:1][O:2][C:3](=[O:12])[C:4]1[CH:9]=[C:8]([Br:10])[CH:7]=[CH:6][C:5]=1[OH:11].[CH3:13][N:14]([CH3:18])[C:15](Cl)=[S:16].C1N2CCN(CC2)C1.Cl. (5) Given the product [Cl:26][CH2:27][CH2:28][CH2:29][C:30]([C:6]1[C:5]2[C:9](=[CH:10][CH:11]=[C:3]([C:1]#[N:2])[CH:4]=2)[NH:8][CH:7]=1)=[O:31], predict the reactants needed to synthesize it. The reactants are: [C:1]([C:3]1[CH:4]=[C:5]2[C:9](=[CH:10][CH:11]=1)[NH:8][CH:7]=[CH:6]2)#[N:2].C1(C)C=CC=CC=1.C(OC(C)C)(C)C.[Cl:26][CH2:27][CH2:28][CH2:29][C:30](Cl)=[O:31]. (6) Given the product [CH2:27]([O:29][C:30]([C:32]1([C:35]2[CH:40]=[CH:39][C:38]([C:2]3[CH:7]=[CH:6][C:5]([C:8]4[O:12][N:11]=[C:10]([CH3:13])[C:9]=4[NH:14][CH:15]([CH3:26])[CH2:16][CH2:17][C:18]4[CH:23]=[CH:22][C:21]([O:24][CH3:25])=[CH:20][CH:19]=4)=[CH:4][CH:3]=3)=[CH:37][CH:36]=2)[CH2:33][CH2:34]1)=[O:31])[CH3:28], predict the reactants needed to synthesize it. The reactants are: Br[C:2]1[CH:7]=[CH:6][C:5]([C:8]2[O:12][N:11]=[C:10]([CH3:13])[C:9]=2[NH:14][CH:15]([CH3:26])[CH2:16][CH2:17][C:18]2[CH:23]=[CH:22][C:21]([O:24][CH3:25])=[CH:20][CH:19]=2)=[CH:4][CH:3]=1.[CH2:27]([O:29][C:30]([C:32]1([C:35]2[CH:40]=[CH:39][C:38](B3OC(C)(C)C(C)(C)O3)=[CH:37][CH:36]=2)[CH2:34][CH2:33]1)=[O:31])[CH3:28]. (7) The reactants are: [Na+].[C:2]1([C:12]([O:14][CH2:15][C:16]([F:22])([F:21])[S:17]([O-:20])(=[O:19])=[O:18])=[O:13])[C:11]2[C:6](=[CH:7][CH:8]=[CH:9][CH:10]=2)[CH:5]=[CH:4][CH:3]=1.FC(F)(F)S([O-])(=O)=O.[C:31]1([CH:37]([SH+:44][C:45]2[CH:50]=[CH:49][CH:48]=[CH:47][CH:46]=2)[C:38]2[CH:43]=[CH:42][CH:41]=[CH:40][CH:39]=2)[CH:36]=[CH:35][CH:34]=[CH:33][CH:32]=1. Given the product [C:38]1([CH:37]([SH+:44][C:45]2[CH:50]=[CH:49][CH:48]=[CH:47][CH:46]=2)[C:31]2[CH:36]=[CH:35][CH:34]=[CH:33][CH:32]=2)[CH:39]=[CH:40][CH:41]=[CH:42][CH:43]=1.[F:22][C:16]([F:21])([S:17]([OH:20])(=[O:19])=[O:18])[CH2:15][O:14][C:12]([C:2]1[C:11]2[C:6](=[CH:7][CH:8]=[CH:9][CH:10]=2)[CH:5]=[CH:4][CH:3]=1)=[O:13], predict the reactants needed to synthesize it. (8) Given the product [F:1][C:2]1[CH:3]=[C:4]([CH:7]=[C:8]([F:11])[C:9]=1[F:10])[CH:5]=[C:14]([C:13](=[O:18])[CH3:12])[C:15](=[O:17])[CH3:16], predict the reactants needed to synthesize it. The reactants are: [F:1][C:2]1[CH:3]=[C:4]([CH:7]=[C:8]([F:11])[C:9]=1[F:10])[CH:5]=O.[CH3:12][C:13](=[O:18])[CH2:14][C:15](=[O:17])[CH3:16].N1CCCCC1.